This data is from Forward reaction prediction with 1.9M reactions from USPTO patents (1976-2016). The task is: Predict the product of the given reaction. (1) Given the reactants [CH2:1]([O:3][C:4]([C:6]1[S:10][C:9]([O:11][CH2:12][CH2:13][CH2:14][C:15]2[CH:20]=[CH:19][CH:18]=[C:17]([O:21]C)[CH:16]=2)=[N:8][C:7]=1[CH3:23])=[O:5])[CH3:2].B(Br)(Br)Br, predict the reaction product. The product is: [CH2:1]([O:3][C:4]([C:6]1[S:10][C:9]([O:11][CH2:12][CH2:13][CH2:14][C:15]2[CH:20]=[CH:19][CH:18]=[C:17]([OH:21])[CH:16]=2)=[N:8][C:7]=1[CH3:23])=[O:5])[CH3:2]. (2) Given the reactants Cl[C:2]1[CH:7]=[C:6]([C:8]2[N:12]([CH3:13])[C:11]3[CH:14]=[CH:15][CH:16]=[CH:17][C:10]=3[N:9]=2)[C:5]([Cl:18])=[CH:4][N:3]=1.[NH:19]1[CH2:24][CH2:23][NH:22][CH2:21][CH2:20]1.[F-].[Cs+], predict the reaction product. The product is: [Cl:18][C:5]1[C:6]([C:8]2[N:12]([CH3:13])[C:11]3[CH:14]=[CH:15][CH:16]=[CH:17][C:10]=3[N:9]=2)=[CH:7][C:2]([N:19]2[CH2:24][CH2:23][NH:22][CH2:21][CH2:20]2)=[N:3][CH:4]=1. (3) Given the reactants FC(F)C(Cl)=O.C(O[CH:10]=[CH:11][C:12](=O)[CH:13]([F:15])[F:14])C.S(O)(O)(=O)=O.[NH2:22][C:23]1[NH:24][CH:25]=[CH:26][N:27]=1.[NH2:22][C:23]1[NH:24][CH:25]=[CH:26][N:27]=1, predict the reaction product. The product is: [F:15][CH:13]([F:14])[C:12]1[CH:11]=[CH:10][N:24]2[CH:25]=[CH:26][N:27]=[C:23]2[N:22]=1.